From a dataset of Retrosynthesis with 50K atom-mapped reactions and 10 reaction types from USPTO. Predict the reactants needed to synthesize the given product. (1) The reactants are: CC(C)C(NCC(Cc1ccc(F)cc1)NC(=O)OC(C)(C)C)C(=O)NC(Cc1ccc(O)c(C(C)(C)C)c1)c1nccs1. Given the product CC(C)C(NCC(N)Cc1ccc(F)cc1)C(=O)NC(Cc1ccc(O)c(C(C)(C)C)c1)c1nccs1, predict the reactants needed to synthesize it. (2) Given the product COC(=O)c1cc(-c2cnc(Nc3cc(OC)cc(OC)c3)nc2-n2nc(C(F)(F)F)cc2C)cnc1SC, predict the reactants needed to synthesize it. The reactants are: COC(=O)c1cc(B(O)O)cnc1SC.COc1cc(Nc2ncc(Br)c(-n3nc(C(F)(F)F)cc3C)n2)cc(OC)c1.